From a dataset of Peptide-MHC class I binding affinity with 185,985 pairs from IEDB/IMGT. Regression. Given a peptide amino acid sequence and an MHC pseudo amino acid sequence, predict their binding affinity value. This is MHC class I binding data. The binding affinity (normalized) is 0.332. The peptide sequence is TFVPIAWAAAY. The MHC is HLA-C07:01 with pseudo-sequence HLA-C07:01.